This data is from Reaction yield outcomes from USPTO patents with 853,638 reactions. The task is: Predict the reaction yield, written as a fraction of the theoretical maximum amount of product (1.0 means a 100% yield; for example, 0.34 means a 34% yield). The reactants are [CH3:1][O:2][C:3]1[CH:10]=[CH:9][C:8]([O:11]COC)=[CH:7][C:4]=1[CH:5]=[O:6].Cl.C([O-])([O-])=O.[K+].[K+]. The catalyst is C1COCC1.O. The product is [OH:11][C:8]1[CH:9]=[CH:10][C:3]([O:2][CH3:1])=[C:4]([CH:7]=1)[CH:5]=[O:6]. The yield is 0.746.